Dataset: Reaction yield outcomes from USPTO patents with 853,638 reactions. Task: Predict the reaction yield, written as a fraction of the theoretical maximum amount of product (1.0 means a 100% yield; for example, 0.34 means a 34% yield). The product is [CH3:26][N:24]([CH3:25])[S:23]([C:20]1[CH:19]=[CH:18][C:17]([C:16]([C:14]2[C:13]3[C:8](=[CH:9][CH:10]=[CH:11][CH:12]=3)[CH:7]=[C:6]([CH2:5][C:4]([OH:30])=[O:3])[CH:15]=2)=[O:29])=[CH:22][CH:21]=1)(=[O:27])=[O:28]. The catalyst is O1CCCC1.O. The reactants are C([O:3][C:4](=[O:30])[CH2:5][C:6]1[CH:15]=[C:14]([C:16](=[O:29])[C:17]2[CH:22]=[CH:21][C:20]([S:23](=[O:28])(=[O:27])[N:24]([CH3:26])[CH3:25])=[CH:19][CH:18]=2)[C:13]2[C:8](=[CH:9][CH:10]=[CH:11][CH:12]=2)[CH:7]=1)C.[OH-].[Li+]. The yield is 0.770.